From a dataset of Full USPTO retrosynthesis dataset with 1.9M reactions from patents (1976-2016). Predict the reactants needed to synthesize the given product. (1) Given the product [C:1]([N:4]1[C:12]2[C:7](=[CH:8][C:9]([Br:17])=[C:10]([S:13]([NH2:18])(=[O:15])=[O:14])[CH:11]=2)[CH2:6][CH2:5]1)(=[O:3])[CH3:2], predict the reactants needed to synthesize it. The reactants are: [C:1]([N:4]1[C:12]2[C:7](=[CH:8][C:9]([Br:17])=[C:10]([S:13](Cl)(=[O:15])=[O:14])[CH:11]=2)[CH2:6][CH2:5]1)(=[O:3])[CH3:2].[NH3:18]. (2) Given the product [Cl:30][C:26]1[C:27]([CH3:29])=[N:28][C:23]([NH:1][C:2]2[CH:3]=[C:4]([C:9]3[S:13][C:12]([N:14]4[CH2:20][CH2:19][CH2:18][NH:17][C:16](=[O:21])[CH2:15]4)=[N:11][CH:10]=3)[CH:5]=[C:6]([CH3:8])[CH:7]=2)=[N:24][CH:25]=1, predict the reactants needed to synthesize it. The reactants are: [NH2:1][C:2]1[CH:3]=[C:4]([C:9]2[S:13][C:12]([N:14]3[CH2:20][CH2:19][CH2:18][NH:17][C:16](=[O:21])[CH2:15]3)=[N:11][CH:10]=2)[CH:5]=[C:6]([CH3:8])[CH:7]=1.Cl[C:23]1[N:28]=[C:27]([CH3:29])[C:26]([Cl:30])=[CH:25][N:24]=1.C(=O)([O-])[O-].[K+].[K+].CC(C1C=C(C(C)C)C(C2C=CC=CC=2P(C2CCCCC2)C2CCCCC2)=C(C(C)C)C=1)C. (3) Given the product [CH2:14]([O:13][C:11](=[O:12])[CH2:10][CH:5]1[CH2:6][O:1][CH2:2][O:3][CH2:4]1)[CH3:15], predict the reactants needed to synthesize it. The reactants are: [O:1]1[CH2:6][CH:5](O)[CH2:4][O:3][CH2:2]1.[N+](=[CH:10][C:11]([O:13][CH2:14][CH3:15])=[O:12])=[N-]. (4) Given the product [CH3:15][C@H:10]1[O:11][CH2:12][C@@H:13]([CH3:14])[N:8]([C:6]2[N:5]=[C:4]([NH:16][CH3:17])[N:3]=[C:2]([C:25]3[CH:24]=[CH:23][C:20]([C:21]#[N:22])=[C:19]([F:18])[CH:26]=3)[CH:7]=2)[CH2:9]1, predict the reactants needed to synthesize it. The reactants are: Cl[C:2]1[CH:7]=[C:6]([N:8]2[C@H:13]([CH3:14])[CH2:12][O:11][C@H:10]([CH3:15])[CH2:9]2)[N:5]=[C:4]([NH:16][CH3:17])[N:3]=1.[F:18][C:19]1[CH:26]=[C:25](B2OC(C)(C)C(C)(C)O2)[CH:24]=[CH:23][C:20]=1[C:21]#[N:22].C([O-])([O-])=O.[Na+].[Na+]. (5) Given the product [O:3]1[C:7]2=[CH:8][C:9]3[CH2:10][CH2:11][CH2:12][N:13]([C:16]4[C:17]([C:30]5[CH:31]=[CH:32][C:33]([F:36])=[CH:34][CH:35]=5)=[N:18][C:19]5[C:24]([N:25]=4)=[CH:23][C:22]([C:26]([OH:28])=[O:27])=[CH:21][CH:20]=5)[C:14]=3[CH:15]=[C:6]2[O:5][CH2:4]1, predict the reactants needed to synthesize it. The reactants are: [OH-].[Na+].[O:3]1[C:7]2=[CH:8][C:9]3[CH2:10][CH2:11][CH2:12][N:13]([C:16]4[C:17]([C:30]5[CH:35]=[CH:34][C:33]([F:36])=[CH:32][CH:31]=5)=[N:18][C:19]5[C:24]([N:25]=4)=[CH:23][C:22]([C:26]([O:28]C)=[O:27])=[CH:21][CH:20]=5)[C:14]=3[CH:15]=[C:6]2[O:5][CH2:4]1. (6) Given the product [N+:12]([C:9]1[CH:10]=[CH:11][C:6]([C:2]([CH3:1])([CH3:5])[C:3]([NH2:4])=[O:16])=[CH:7][CH:8]=1)([O-:14])=[O:13], predict the reactants needed to synthesize it. The reactants are: [CH3:1][C:2]([C:6]1[CH:11]=[CH:10][C:9]([N+:12]([O-:14])=[O:13])=[CH:8][CH:7]=1)([CH3:5])[C:3]#[N:4].C([O-])([O-])=[O:16].[K+].[K+].CCO.